Dataset: Full USPTO retrosynthesis dataset with 1.9M reactions from patents (1976-2016). Task: Predict the reactants needed to synthesize the given product. (1) Given the product [Cl:9][C:10]1[CH:11]=[C:12]2[N:19]([CH2:20][O:21][CH2:22][CH2:23][Si:24]([CH3:27])([CH3:26])[CH3:25])[C:18]([O:28][C@H:29]3[C@H:33]4[O:34][CH2:35][C@@H:36]([OH:37])[C@H:32]4[O:31][CH2:30]3)=[N:17][C:13]2=[N:14][C:15]=1[C:46]1[CH:47]=[CH:48][C:49]([CH:52]2[CH2:56][CH2:55][N:54]([CH2:57][C:58]([F:60])([F:59])[F:61])[CH2:53]2)=[CH:50][CH:51]=1, predict the reactants needed to synthesize it. The reactants are: P([O-])([O-])([O-])=O.[K+].[K+].[K+].[Cl:9][C:10]1[CH:11]=[C:12]2[N:19]([CH2:20][O:21][CH2:22][CH2:23][Si:24]([CH3:27])([CH3:26])[CH3:25])[C:18]([O:28][C@H:29]3[C@H:33]4[O:34][CH2:35][C@@H:36]([OH:37])[C@H:32]4[O:31][CH2:30]3)=[N:17][C:13]2=[N:14][C:15]=1I.CC1(C)C(C)(C)OB([C:46]2[CH:51]=[CH:50][C:49]([CH:52]3[CH2:56][CH2:55][N:54]([CH2:57][C:58]([F:61])([F:60])[F:59])[CH2:53]3)=[CH:48][CH:47]=2)O1. (2) The reactants are: [CH3:1][O:2][C:3]([C:5]1[CH:10]=[CH:9][C:8](=[O:11])[N:7]([CH2:12][C:13]2[CH:18]=[CH:17][CH:16]=[CH:15][CH:14]=2)[C:6]=1[CH2:19]Br)=[O:4].[CH3:21][O:22][C:23](=[O:36])[CH2:24][NH:25][S:26]([C:29]1[CH:34]=[CH:33][C:32]([CH3:35])=[CH:31][CH:30]=1)(=[O:28])=[O:27].[I-].[Na+].C(=O)([O-])[O-].[K+].[K+]. Given the product [CH3:1][O:2][C:3]([C:5]1[CH:10]=[CH:9][C:8](=[O:11])[N:7]([CH2:12][C:13]2[CH:18]=[CH:17][CH:16]=[CH:15][CH:14]=2)[C:6]=1[CH2:19][N:25]([CH2:24][C:23]([O:22][CH3:21])=[O:36])[S:26]([C:29]1[CH:30]=[CH:31][C:32]([CH3:35])=[CH:33][CH:34]=1)(=[O:28])=[O:27])=[O:4], predict the reactants needed to synthesize it. (3) Given the product [O:11]=[C:7]1[C:8]2[C:4](=[CH:3][C:2]([C:12]#[N:13])=[CH:10][CH:9]=2)[CH2:5][CH2:6]1, predict the reactants needed to synthesize it. The reactants are: Br[C:2]1[CH:3]=[C:4]2[C:8](=[CH:9][CH:10]=1)[C:7](=[O:11])[CH2:6][CH2:5]2.[CH3:12][N:13]1C(=O)CCC1.C1COCC1. (4) Given the product [CH3:34][C:30]1[CH:29]=[C:28]([NH:27][C:21]2[C:20]3[C:25](=[CH:26][C:17]([O:16][CH2:15][C:11]4[CH:10]=[C:9]([S:7]([CH3:37])(=[NH:6])=[O:8])[CH:14]=[CH:13][CH:12]=4)=[C:18]([O:35][CH3:36])[CH:19]=3)[N:24]=[CH:23][N:22]=2)[CH:33]=[CH:32][N:31]=1, predict the reactants needed to synthesize it. The reactants are: C(OC([N:6]=[S:7]([CH3:37])([C:9]1[CH:14]=[CH:13][CH:12]=[C:11]([CH2:15][O:16][C:17]2[CH:26]=[C:25]3[C:20]([C:21]([NH:27][C:28]4[CH:33]=[CH:32][N:31]=[C:30]([CH3:34])[CH:29]=4)=[N:22][CH:23]=[N:24]3)=[CH:19][C:18]=2[O:35][CH3:36])[CH:10]=1)=[O:8])=O)C. (5) Given the product [CH3:10][C:11]1[C:15]([C:16]([NH:6][C:5]2[CH:7]=[CH:8][C:2]([Cl:1])=[C:3]([I:9])[CH:4]=2)=[O:17])=[C:14]([CH3:19])[O:13][N:12]=1, predict the reactants needed to synthesize it. The reactants are: [Cl:1][C:2]1[CH:8]=[CH:7][C:5]([NH2:6])=[CH:4][C:3]=1[I:9].[CH3:10][C:11]1[C:15]([C:16](O)=[O:17])=[C:14]([CH3:19])[O:13][N:12]=1.C(Cl)CCl. (6) Given the product [Br:23][C:19]1[N:18]=[C:17]([NH:16][C:9](=[O:10])[O:11][C:12]([CH3:13])([CH3:14])[CH3:15])[CH:22]=[CH:21][CH:20]=1, predict the reactants needed to synthesize it. The reactants are: [C:9](O[C:9]([O:11][C:12]([CH3:15])([CH3:14])[CH3:13])=[O:10])([O:11][C:12]([CH3:15])([CH3:14])[CH3:13])=[O:10].[NH2:16][C:17]1[CH:22]=[CH:21][CH:20]=[C:19]([Br:23])[N:18]=1.C(N(CC)CC)C.O.